The task is: Predict the product of the given reaction.. This data is from Forward reaction prediction with 1.9M reactions from USPTO patents (1976-2016). (1) Given the reactants [NH2:1][C:2]1[C:3]2[N:4]([C:8]([C@@H:12]3[CH2:20][CH2:19][C@@H:18]4[N:14]([C:15](=[O:21])[CH2:16][CH2:17]4)[CH2:13]3)=[N:9][C:10]=2Br)[CH:5]=[CH:6][N:7]=1.[CH3:22][O:23][C:24]1[CH:29]=[C:28]([C:30](=[O:42])[NH:31][C:32]2[CH:37]=[C:36]([C:38]([F:41])([F:40])[F:39])[CH:35]=[CH:34][N:33]=2)[CH:27]=[CH:26][C:25]=1[B-](F)(F)F.[K+].C([O-])([O-])=O.[K+].[K+], predict the reaction product. The product is: [NH2:1][C:2]1[C:3]2[N:4]([C:8]([C@@H:12]3[CH2:20][CH2:19][C@@H:18]4[N:14]([C:15](=[O:21])[CH2:16][CH2:17]4)[CH2:13]3)=[N:9][C:10]=2[C:25]2[CH:26]=[CH:27][C:28]([C:30]([NH:31][C:32]3[CH:37]=[C:36]([C:38]([F:41])([F:39])[F:40])[CH:35]=[CH:34][N:33]=3)=[O:42])=[CH:29][C:24]=2[O:23][CH3:22])[CH:5]=[CH:6][N:7]=1. (2) Given the reactants C(OC([N:8]1[CH2:13][CH2:12][CH:11]([N:14]2[CH2:19][CH2:18][N:17]3[C:20]([NH:23][S:24]([C:27]4[CH:32]=[CH:31][C:30]([NH:33][C@@H:34]([CH2:43][S:44]([C:47]5[CH:52]=[CH:51][CH:50]=[CH:49][CH:48]=5)(=O)=O)[CH2:35][CH2:36][N:37]5[CH2:42][CH2:41][O:40][CH2:39][CH2:38]5)=[C:29]([S:53]([C:56]([F:59])([F:58])[F:57])(=[O:55])=[O:54])[CH:28]=4)(=[O:26])=[O:25])=[N:21][N:22]=[C:16]3[CH2:15]2)[CH2:10][CH:9]1[CH3:60])=O)(C)(C)C.FC(F)(F)C(O)=O, predict the reaction product. The product is: [CH3:60][CH:9]1[CH2:10][CH:11]([N:14]2[CH2:19][CH2:18][N:17]3[C:20]([NH:23][S:24]([C:27]4[CH:32]=[CH:31][C:30]([NH:33][C@@H:34]([CH2:43][S:44][C:47]5[CH:48]=[CH:49][CH:50]=[CH:51][CH:52]=5)[CH2:35][CH2:36][N:37]5[CH2:38][CH2:39][O:40][CH2:41][CH2:42]5)=[C:29]([S:53]([C:56]([F:59])([F:57])[F:58])(=[O:55])=[O:54])[CH:28]=4)(=[O:26])=[O:25])=[N:21][N:22]=[C:16]3[CH2:15]2)[CH2:12][CH2:13][NH:8]1. (3) Given the reactants [CH2:1]([O:3][C:4]([C:6]1[S:10][C:9]([C:11]2[CH:16]=[CH:15][CH:14]=[CH:13][CH:12]=2)=[N:8][C:7]=1[CH2:17]Br)=[O:5])[CH3:2].[CH2:19]([O:21][C:22](=[O:36])[CH2:23][NH:24][CH2:25][C:26]1[CH:31]=[CH:30][C:29]([O:32][CH3:33])=[CH:28][C:27]=1[O:34][CH3:35])[CH3:20].C(=O)([O-])[O-].[K+].[K+], predict the reaction product. The product is: [CH2:1]([O:3][C:4]([C:6]1[S:10][C:9]([C:11]2[CH:16]=[CH:15][CH:14]=[CH:13][CH:12]=2)=[N:8][C:7]=1[CH2:17][N:24]([CH2:25][C:26]1[CH:31]=[CH:30][C:29]([O:32][CH3:33])=[CH:28][C:27]=1[O:34][CH3:35])[CH2:23][C:22]([O:21][CH2:19][CH3:20])=[O:36])=[O:5])[CH3:2].